Dataset: Forward reaction prediction with 1.9M reactions from USPTO patents (1976-2016). Task: Predict the product of the given reaction. Given the reactants [CH3:1][O:2][C:3]1[CH:4]=[C:5]2[C:10](=[CH:11][CH:12]=1)[C:9](=[O:13])[CH2:8][CH2:7][CH2:6]2.C(NC(C)C)(C)C.[Li].C1(C)C=CC(S([Cl:31])(=O)=O)=CC=1, predict the reaction product. The product is: [Cl:31][CH:8]1[CH2:7][CH2:6][C:5]2[C:10](=[CH:11][CH:12]=[C:3]([O:2][CH3:1])[CH:4]=2)[C:9]1=[O:13].